From a dataset of Reaction yield outcomes from USPTO patents with 853,638 reactions. Predict the reaction yield, written as a fraction of the theoretical maximum amount of product (1.0 means a 100% yield; for example, 0.34 means a 34% yield). (1) The reactants are [OH:1][C:2]1[CH:11]=[CH:10][C:5]([C:6]([O:8][CH3:9])=[O:7])=[CH:4][C:3]=1[O:12][CH3:13].Br[CH2:15][CH2:16][CH2:17][Cl:18].C(=O)([O-])[O-].[K+].[K+].CC(C)=O. The catalyst is C(#N)C. The product is [Cl:18][CH2:17][CH2:16][CH2:15][O:1][C:2]1[CH:11]=[CH:10][C:5]([C:6]([O:8][CH3:9])=[O:7])=[CH:4][C:3]=1[O:12][CH3:13]. The yield is 0.993. (2) The reactants are [CH3:1][C:2]1[CH:7]=[CH:6][CH:5]=[C:4]([CH3:8])[C:3]=1[N:9]1[CH2:13][C:12]2([C:17]([OH:19])=O)[CH2:14][CH2:15][CH2:16][CH:11]2[C:10]1=[O:20].C(N(C(C)C)CC)(C)C.CS(Cl)(=O)=O.[F:35][C:36]([F:49])([F:48])[C:37]1[CH:38]=[C:39]([CH:41]=[C:42]([C:44]([F:47])([F:46])[F:45])[CH:43]=1)[NH2:40]. The catalyst is C1COCC1. The product is [F:35][C:36]([F:48])([F:49])[C:37]1[CH:38]=[C:39]([NH:40][C:17]([C:12]23[CH2:14][CH2:15][CH2:16][CH:11]2[C:10](=[O:20])[N:9]([C:3]2[C:2]([CH3:1])=[CH:7][CH:6]=[CH:5][C:4]=2[CH3:8])[CH2:13]3)=[O:19])[CH:41]=[C:42]([C:44]([F:45])([F:47])[F:46])[CH:43]=1. The yield is 0.530.